Dataset: Full USPTO retrosynthesis dataset with 1.9M reactions from patents (1976-2016). Task: Predict the reactants needed to synthesize the given product. (1) Given the product [CH3:1][O:2][C:3](=[O:21])[C@H:4]([CH2:13][C:14]1[CH:19]=[CH:18][C:17]([N:20]2[C:30](=[O:29])[C:25]3[C:26](=[CH:32][CH:33]=[C:23]([Br:22])[CH:24]=3)[C:27]2=[O:28])=[CH:16][CH:15]=1)[NH:5][C:6]([O:8][C:9]([CH3:12])([CH3:10])[CH3:11])=[O:7], predict the reactants needed to synthesize it. The reactants are: [CH3:1][O:2][C:3](=[O:21])[C@H:4]([CH2:13][C:14]1[CH:19]=[CH:18][C:17]([NH2:20])=[CH:16][CH:15]=1)[NH:5][C:6]([O:8][C:9]([CH3:12])([CH3:11])[CH3:10])=[O:7].[Br:22][C:23]1[CH:24]=[C:25]2[C:30](=O)[O:29][C:27](=[O:28])[C:26]2=[CH:32][CH:33]=1.C(N1C=CN=C1)(N1C=CN=C1)=O. (2) Given the product [N:1]1([C:6]2[CH:11]=[C:10]([NH:12][CH:13]3[CH2:14][CH2:15][O:16][CH2:17][CH2:18]3)[N:9]3[N:19]=[C:20]([C:22]([OH:24])=[O:23])[CH:21]=[C:8]3[N:7]=2)[CH2:5][CH2:4][CH2:3][CH2:2]1, predict the reactants needed to synthesize it. The reactants are: [N:1]1([C:6]2[CH:11]=[C:10]([NH:12][CH:13]3[CH2:18][CH2:17][O:16][CH2:15][CH2:14]3)[N:9]3[N:19]=[C:20]([C:22]([O:24]CC)=[O:23])[CH:21]=[C:8]3[N:7]=2)[CH2:5][CH2:4][CH2:3][CH2:2]1.[OH-].[Na+].Cl. (3) Given the product [CH2:31]([N:35]([CH3:36])[C:26]([N:17]1[CH2:16][CH2:15][C:12]2([C:11](=[O:20])[N:10]([C:7]3[CH:8]=[CH:9][C:4]([O:3][C:2]([F:1])([F:21])[F:22])=[CH:5][CH:6]=3)[CH2:14][CH2:13]2)[CH2:19][CH2:18]1)=[O:25])[CH2:32][CH2:33][CH3:34], predict the reactants needed to synthesize it. The reactants are: [F:1][C:2]([F:22])([F:21])[O:3][C:4]1[CH:9]=[CH:8][C:7]([N:10]2[CH2:14][CH2:13][C:12]3([CH2:19][CH2:18][NH:17][CH2:16][CH2:15]3)[C:11]2=[O:20])=[CH:6][CH:5]=1.O=C(Cl)[O:25][C:26](Cl)(Cl)Cl.[CH2:31]([NH:35][CH3:36])[CH2:32][CH2:33][CH3:34]. (4) Given the product [Cl:2][C:3]1[CH:4]=[CH:5][C:6]([S:9]([CH:12]([C:17]2[CH:22]=[C:21]([F:23])[CH:20]=[CH:19][C:18]=2[F:24])[CH2:13][CH2:14][CH2:15][N:16]2[CH2:33][CH2:34][CH2:35][C:36]2=[O:37])(=[O:11])=[O:10])=[CH:7][CH:8]=1, predict the reactants needed to synthesize it. The reactants are: Cl.[Cl:2][C:3]1[CH:8]=[CH:7][C:6]([S:9]([CH:12]([C:17]2[CH:22]=[C:21]([F:23])[CH:20]=[CH:19][C:18]=2[F:24])[CH2:13][CH2:14][CH2:15][NH2:16])(=[O:11])=[O:10])=[CH:5][CH:4]=1.CN1CCOCC1.Cl[CH2:33][CH2:34][CH2:35][C:36](Cl)=[O:37].[H-].[Na+]. (5) Given the product [CH2:23]([O:22][C:20]([C:19]1[N:9]=[C:7]2[CH:6]=[C:5]([C:10]3[O:11][CH:12]=[CH:13][CH:14]=3)[CH:4]=[C:3]([C:2]([Cl:1])([F:15])[F:16])[N:8]2[CH:18]=1)=[O:21])[CH3:24], predict the reactants needed to synthesize it. The reactants are: [Cl:1][C:2]([F:16])([F:15])[C:3]1[N:8]=[C:7]([NH2:9])[CH:6]=[C:5]([C:10]2[O:11][CH:12]=[CH:13][CH:14]=2)[CH:4]=1.Br[CH2:18][C:19](=O)[C:20]([O:22][CH2:23][CH3:24])=[O:21].